From a dataset of Catalyst prediction with 721,799 reactions and 888 catalyst types from USPTO. Predict which catalyst facilitates the given reaction. (1) Reactant: [CH2:1]([C:4]1[C:9]2[O:10][C@@H:11]([CH2:14][O:15][S:16]([C:19]3[CH:24]=[CH:23][C:22]([CH3:25])=[CH:21][CH:20]=3)(=[O:18])=[O:17])[CH2:12][O:13][C:8]=2[CH:7]=[CH:6][C:5]=1[N+:26]([O-:28])=[O:27])[CH:2]=C.[O:29]=[O+][O-].O=O.C(N(C(C)C)CC)(C)C. Product: [N+:26]([C:5]1[CH:6]=[CH:7][C:8]2[O:13][CH2:12][CH:11]([CH2:14][O:15][S:16]([C:19]3[CH:20]=[CH:21][C:22]([CH3:25])=[CH:23][CH:24]=3)(=[O:18])=[O:17])[O:10][C:9]=2[C:4]=1[CH2:1][CH:2]=[O:29])([O-:28])=[O:27]. The catalyst class is: 2. (2) Reactant: CO[CH:3]1[CH2:7][CH2:6][CH:5](OC)[O:4]1.Cl.[CH2:11]([NH2:18])[C:12]1[CH:17]=[CH:16][CH:15]=[CH:14][CH:13]=1.O=[C:20]([C:24](O)=O)[C:21](O)=O.C([O-])(=O)C.[Na+].[OH-].[Na+]. Product: [CH2:11]([N:18]1[CH:6]2[CH2:5][CH2:24][CH:20]1[CH2:21][C:3](=[O:4])[CH2:7]2)[C:12]1[CH:17]=[CH:16][CH:15]=[CH:14][CH:13]=1. The catalyst class is: 33. (3) Reactant: B.[F:2][C:3]([F:15])([F:14])[C:4]1[CH:9]=[CH:8][C:7]([CH2:10][C:11](O)=[O:12])=[CH:6][CH:5]=1. Product: [F:2][C:3]([F:14])([F:15])[C:4]1[CH:5]=[CH:6][C:7]([CH2:10][CH2:11][OH:12])=[CH:8][CH:9]=1. The catalyst class is: 7. (4) Reactant: [NH2:1][C:2]1[C:3]([NH:23][CH:24]2[CH2:28][CH2:27][N:26]([C:29]([O:31][C:32]([CH3:35])([CH3:34])[CH3:33])=[O:30])[CH2:25]2)=[N:4][CH:5]=[N:6][C:7]=1[N:8]([CH2:16][C:17]1[CH:22]=[CH:21][CH:20]=[CH:19][CH:18]=1)[CH2:9][C:10]1[CH:15]=[CH:14][CH:13]=[CH:12][CH:11]=1.[C:36](N1C=CN=C1)(N1C=CN=C1)=[O:37].CCN(C(C)C)C(C)C. Product: [CH2:16]([N:8]([CH2:9][C:10]1[CH:11]=[CH:12][CH:13]=[CH:14][CH:15]=1)[C:7]1[N:6]=[CH:5][N:4]=[C:3]2[C:2]=1[NH:1][C:36](=[O:37])[N:23]2[CH:24]1[CH2:28][CH2:27][N:26]([C:29]([O:31][C:32]([CH3:35])([CH3:34])[CH3:33])=[O:30])[CH2:25]1)[C:17]1[CH:22]=[CH:21][CH:20]=[CH:19][CH:18]=1. The catalyst class is: 1. (5) Reactant: [F:1][CH:2]([F:13])[O:3][C:4]1[N:9]=[C:8](C(O)=O)[CH:7]=[CH:6][CH:5]=1.CC[N:16]([CH2:19]C)CC.C1C=CC(P(N=[N+]=[N-])(C2C=CC=CC=2)=[O:28])=CC=1.[C:38]([OH:42])([CH3:41])([CH3:40])[CH3:39]. Product: [F:13][CH:2]([F:1])[O:3][C:4]1[N:9]=[C:8]([NH:16][C:19](=[O:28])[O:42][C:38]([CH3:41])([CH3:40])[CH3:39])[CH:7]=[CH:6][CH:5]=1. The catalyst class is: 260. (6) Reactant: C1(P(C2C=CC=CC=2)C2C=CC=CC=2)C=CC=CC=1.N1C=CN=C1.[CH2:25]([CH:31]([CH2:34][CH2:35][CH2:36][CH2:37][CH2:38][CH2:39][CH2:40][CH3:41])[CH2:32]O)[CH2:26][CH2:27][CH2:28][CH2:29][CH3:30].[I:42]I. Product: [I:42][CH2:32][CH:31]([CH2:25][CH2:26][CH2:27][CH2:28][CH2:29][CH3:30])[CH2:34][CH2:35][CH2:36][CH2:37][CH2:38][CH2:39][CH2:40][CH3:41]. The catalyst class is: 4. (7) Reactant: Br[C:2]1[CH:7]=[C:6]([CH3:8])[CH:5]=[C:4]([N:9]2[C:13]([CH3:14])=[CH:12][CH:11]=[C:10]2[CH3:15])[N:3]=1.C([Li])CCC.CN([CH:24]=[O:25])C.[Cl-].[NH4+]. Product: [CH3:15][C:10]1[N:9]([C:4]2[N:3]=[C:2]([CH:24]=[O:25])[CH:7]=[C:6]([CH3:8])[CH:5]=2)[C:13]([CH3:14])=[CH:12][CH:11]=1. The catalyst class is: 1. (8) Reactant: [CH3:1][N:2]1[C:10]2[C:5](=[CH:6][CH:7]=[C:8]([C:11]#[N:12])[CH:9]=2)[CH:4]=[CH:3]1.[H-].[Al+3].[Li+].[H-].[H-].[H-]. Product: [NH2:12][CH2:11][C:8]1[CH:9]=[C:10]2[C:5]([CH:4]=[CH:3][N:2]2[CH3:1])=[CH:6][CH:7]=1. The catalyst class is: 1. (9) Reactant: C(N(CC)CC)C.[S:8]1[C:12]2[CH:13]=[CH:14][CH:15]=[CH:16][C:11]=2[CH:10]=[C:9]1[C:17]([O:19]N1C(=O)CCC1=O)=O.[NH2:27][C@@H:28]([CH2:32][CH:33]([Cl:35])[Cl:34])[C:29]([OH:31])=[O:30].O. Product: [S:8]1[C:12]2[CH:13]=[CH:14][CH:15]=[CH:16][C:11]=2[CH:10]=[C:9]1[C:17]([NH:27][C@@H:28]([CH2:32][CH:33]([Cl:35])[Cl:34])[C:29]([OH:31])=[O:30])=[O:19]. The catalyst class is: 271. (10) Reactant: [CH3:1][O:2][C:3]1[CH:4]=[C:5]([C:11]2[C:20](=[O:21])[C:19]3[C:14](=[C:15]([CH3:23])[C:16]([OH:22])=[CH:17][CH:18]=3)[O:13][CH:12]=2)[CH:6]=[CH:7][C:8]=1[O:9][CH3:10].[C:24](OC(=O)C)(=[O:26])[CH3:25]. Product: [CH3:1][O:2][C:3]1[CH:4]=[C:5]([C:11]2[C:20](=[O:21])[C:19]3[C:14](=[C:15]([CH3:23])[C:16]([O:22][C:24](=[O:26])[CH3:25])=[CH:17][CH:18]=3)[O:13][CH:12]=2)[CH:6]=[CH:7][C:8]=1[O:9][CH3:10]. The catalyst class is: 17.